Predict the reaction yield, written as a fraction of the theoretical maximum amount of product (1.0 means a 100% yield; for example, 0.34 means a 34% yield). From a dataset of Reaction yield outcomes from USPTO patents with 853,638 reactions. (1) The reactants are [O:1]=[C:2]1[C:11]2[C:6](=[CH:7][CH:8]=[CH:9][CH:10]=2)[N:5]=[CH:4][N:3]1[C@@H:12]1[CH2:17][CH2:16][CH2:15][N:14]([C:18]2[CH:26]=[CH:25][C:24]([C:27]#[N:28])=[C:23]3[C:19]=2[CH:20]=[CH:21][N:22]3S(C2C=CC(C)=CC=2)(=O)=O)[CH2:13]1.FC1C=CC(C#N)=C2C=1C=CN2S(C1C=CC(C)=CC=1)(=O)=O.N1CCC[C@@H](N2C(=O)C3C(=CC=CC=3)N=C2)C1.C(=O)([O-])[O-].[Cs+].[Cs+]. The catalyst is C1COCC1.CO.O. The product is [O:1]=[C:2]1[C:11]2[C:6](=[CH:7][CH:8]=[CH:9][CH:10]=2)[N:5]=[CH:4][N:3]1[C@@H:12]1[CH2:17][CH2:16][CH2:15][N:14]([C:18]2[CH:26]=[CH:25][C:24]([C:27]#[N:28])=[C:23]3[C:19]=2[CH:20]=[CH:21][NH:22]3)[CH2:13]1. The yield is 0.520. (2) The reactants are C(O[C:6]([NH:8][C:9]1[N:10]=[C:11]([C:15]([O:17][CH3:18])=[O:16])[N:12]([CH3:14])[CH:13]=1)=[O:7])(C)(C)C.Cl.[C:20]([O:24][C:25]([NH:27][C:28]1[CH:29]=[C:30](C(O)=O)[N:31]([CH3:33])[CH:32]=1)=[O:26])([CH3:23])([CH3:22])[CH3:21].C(Cl)CCl.CCN(C(C)C)C(C)C. The catalyst is C(O)C.C1(C)C=CC=CC=1.CC(N(C)C)=O. The product is [C:20]([O:24][C:25]([NH:27][C:28]1[CH:29]=[C:30]([C:6]([NH:8][C:9]2[N:10]=[C:11]([C:15]([O:17][CH3:18])=[O:16])[N:12]([CH3:14])[CH:13]=2)=[O:7])[N:31]([CH3:33])[CH:32]=1)=[O:26])([CH3:23])([CH3:22])[CH3:21]. The yield is 0.730.